This data is from Ames mutagenicity test results for genotoxicity prediction. The task is: Regression/Classification. Given a drug SMILES string, predict its toxicity properties. Task type varies by dataset: regression for continuous values (e.g., LD50, hERG inhibition percentage) or binary classification for toxic/non-toxic outcomes (e.g., AMES mutagenicity, cardiotoxicity, hepatotoxicity). Dataset: ames. (1) The drug is Nc1ccc(-c2ccc([N+](=O)[O-])cc2N)c([N+](=O)[O-])c1. The result is 1 (mutagenic). (2) The drug is O=[N+]([O-])c1ccc2c3c(cccc13)C=C2. The result is 1 (mutagenic). (3) The molecule is O=C1C=C[C@]2(O)c3c(ccc(O)c31)-c1ccc(O)c3c1[C@H]2[C@H]1O[C@H]1C3=O. The result is 1 (mutagenic). (4) The drug is CCCCCCCCCc1ccc(OP(=O)(Oc2ccccc2)Oc2ccccc2)cc1. The result is 0 (non-mutagenic). (5) The molecule is CCOC(/C=C(/C)CCC=C(C)C)OCC. The result is 0 (non-mutagenic).